Dataset: Full USPTO retrosynthesis dataset with 1.9M reactions from patents (1976-2016). Task: Predict the reactants needed to synthesize the given product. (1) Given the product [F:1][C:2]1[C:3]([NH:23][C:24]2[CH:29]=[CH:28][C:27]([CH2:30][CH2:31][OH:34])=[CH:26][C:25]=2[F:32])=[C:4]([CH:9]([OH:22])[CH2:10][O:11][Si:12]([CH:16]([CH3:18])[CH3:17])([CH:19]([CH3:20])[CH3:21])[CH:13]([CH3:15])[CH3:14])[CH:5]=[CH:6][C:7]=1[F:8], predict the reactants needed to synthesize it. The reactants are: [F:1][C:2]1[C:3]([NH:23][C:24]2[CH:29]=[CH:28][C:27]([CH:30]=[CH2:31])=[CH:26][C:25]=2[F:32])=[C:4]([CH:9]([OH:22])[CH2:10][O:11][Si:12]([CH:19]([CH3:21])[CH3:20])([CH:16]([CH3:18])[CH3:17])[CH:13]([CH3:15])[CH3:14])[CH:5]=[CH:6][C:7]=1[F:8].B.[O:34]1CCCC1. (2) Given the product [OH:25][C@@H:26]1[CH2:30][N:29]([C:19](=[O:20])[CH2:18][C:16]2[CH:15]=[CH:14][C:12]3[N:13]=[C:9]([NH:8][C:3]4[CH:4]=[CH:5][CH:6]=[CH:7][C:2]=4[CH3:1])[O:10][C:11]=3[CH:17]=2)[C@H:28]([CH2:31][O:32][C:33]2[CH:34]=[CH:35][C:36]([C:37]([OH:39])=[O:38])=[CH:40][CH:41]=2)[CH2:27]1, predict the reactants needed to synthesize it. The reactants are: [CH3:1][C:2]1[CH:7]=[CH:6][CH:5]=[CH:4][C:3]=1[NH:8][C:9]1[O:10][C:11]2[CH:17]=[C:16]([CH2:18][C:19](O)=[O:20])[CH:15]=[CH:14][C:12]=2[N:13]=1.C([O:25][C@@H:26]1[CH2:30][NH:29][C@H:28]([CH2:31][O:32][C:33]2[CH:41]=[CH:40][C:36]([C:37]([O-:39])=[O:38])=[CH:35][CH:34]=2)[CH2:27]1)(=O)C.CCN=C=NCCCN(C)C.Cl.C1C=CC2N(O)N=NC=2C=1.C(N(CC)CC)C. (3) The reactants are: [CH3:1][C:2]1([CH:5]([NH:7][CH2:8][CH2:9][C:10]([O:12][CH2:13][CH3:14])=[O:11])[CH3:6])[CH2:4][CH2:3]1.[C:15]([CH2:17][C:18](O)=[O:19])#[N:16].C(N(CC)C(C)C)(C)C.C(P1(=O)OP(=O)(CCC)OP(=O)(CCC)O1)CC. Given the product [C:15]([CH2:17][C:18]([N:7]([CH:5]([C:2]1([CH3:1])[CH2:4][CH2:3]1)[CH3:6])[CH2:8][CH2:9][C:10]([O:12][CH2:13][CH3:14])=[O:11])=[O:19])#[N:16], predict the reactants needed to synthesize it. (4) Given the product [NH2:23][C:20]1[CH:21]=[CH:22][C:17]([O:16][C:15]2[C:6]([O:5][C:4]3[CH:27]=[CH:28][C:29]([NH2:30])=[C:2]([OH:1])[CH:3]=3)=[CH:7][C:8]3[C:13](=[CH:12][CH:11]=[CH:10][CH:9]=3)[CH:14]=2)=[CH:18][C:19]=1[OH:26], predict the reactants needed to synthesize it. The reactants are: [OH:1][C:2]1[CH:3]=[C:4]([CH:27]=[CH:28][C:29]=1[N+:30]([O-])=O)[O:5][C:6]1[C:15]([O:16][C:17]2[CH:22]=[CH:21][C:20]([N+:23]([O-])=O)=[C:19]([OH:26])[CH:18]=2)=[CH:14][C:13]2[C:8](=[CH:9][CH:10]=[CH:11][CH:12]=2)[CH:7]=1.[K+].[Br-]. (5) Given the product [CH3:1][C:2]1[CH:3]=[CH:4][C:5]([C:8]2[CH:13]=[C:12]([C:14]3[CH2:21][C:17]4([CH2:18][CH2:19][CH2:20]4)[O:16][N:15]=3)[CH:11]=[C:10]([C:22]([OH:24])=[O:23])[CH:9]=2)=[CH:6][CH:7]=1, predict the reactants needed to synthesize it. The reactants are: [CH3:1][C:2]1[CH:7]=[CH:6][C:5]([C:8]2[CH:13]=[C:12]([C:14]3[CH2:21][C:17]4([CH2:20][CH2:19][CH2:18]4)[O:16][N:15]=3)[CH:11]=[C:10]([C:22]([O:24]C(C)(C)C)=[O:23])[CH:9]=2)=[CH:4][CH:3]=1.Cl. (6) Given the product [N+:1]([C:4]1[CH:8]=[CH:7][N:6]([CH2:12][CH2:13][CH2:14][CH2:15][CH2:16][CH2:17][CH2:18][CH3:19])[N:5]=1)([O-:3])=[O:2], predict the reactants needed to synthesize it. The reactants are: [N+:1]([C:4]1[CH:8]=[CH:7][NH:6][N:5]=1)([O-:3])=[O:2].[H-].[Na+].Br[CH2:12][CH2:13][CH2:14][CH2:15][CH2:16][CH2:17][CH2:18][CH3:19]. (7) Given the product [Br:19][C:17]1[CH:16]=[CH:15][C:14]([F:20])=[C:13]([C@@:7]2([CH3:12])[N:6]([CH2:21][C:22]3[CH:27]=[CH:26][C:25]([O:28][CH3:29])=[CH:24][C:23]=3[O:30][CH3:31])[C:5](=[O:32])[C:4]3([CH2:33][CH:34]=[CH:2][CH2:1]3)[S:9](=[O:11])(=[O:10])[CH2:8]2)[CH:18]=1, predict the reactants needed to synthesize it. The reactants are: [CH2:1]([C:4]1([CH2:33][CH:34]=C)[S:9](=[O:11])(=[O:10])[CH2:8][C@:7]([C:13]2[CH:18]=[C:17]([Br:19])[CH:16]=[CH:15][C:14]=2[F:20])([CH3:12])[N:6]([CH2:21][C:22]2[CH:27]=[CH:26][C:25]([O:28][CH3:29])=[CH:24][C:23]=2[O:30][CH3:31])[C:5]1=[O:32])[CH:2]=C.